Dataset: Antibody paratope prediction from SAbDab with 1,023 antibody chains. Task: Token-level Classification. Given an antibody amino acid sequence, predict which amino acid positions are active in antigen binding. Output is a list of indices for active paratope positions. (1) Given the antibody sequence: QVQLVQSGGGLVQPGGSLRLSCAAFGFNFSSYVMHWVRQAPGQGLEYLSAISSDGETTYHANSVKGRFTSSRDNSKNTLFLQMGSLRTEDVAVYYCARDRYYETSGSNAFDVWGQGTMVVVSS, which amino acid positions are active in antigen binding (paratope)? The paratope positions are: [52, 83, 84, 85, 104, 105, 106, 107, 108, 109]. (2) Given the antibody sequence: QVQLQQSGAELVRPGTSVKVSCKASGYAFTNYLIEWVKQRPGQGLEWIGVINPGSGGTNYNEKFKGKATLTADKSSSTAYMQLSSLTSDDSAVYFCARWRGDGYYAYFDVWGAGTTVTVSS, which amino acid positions are active in antigen binding (paratope)? The paratope positions are: [52, 83, 84, 85, 104, 105, 106, 107]. (3) Given the antibody sequence: VQLVQSGAEVKRPGSSVTVSCKASGGSFSTYALSWVRQAPGRGLEWMGGVIPLLTITNYAPRFQGRITITADRSTSTAYLELNSLRPEDTAVYYCAREGTTGDGDLGKPIGAFAHWGQGTLVTVSS, which amino acid positions are active in antigen binding (paratope)? The paratope positions are: [51, 82, 83, 84, 103, 104, 105, 106, 107, 108, 109, 110, 111, 112]. (4) The paratope positions are: [28, 29, 66, 67]. Given the antibody sequence: FMLTQPHSVSESPGKTVTISCTRSSGSLANYYVQWYQQRPGSSPTIVIFANNQRPSGVPDRFSGSIDSSSNSASLTISGLKTEDEADYYCQTYDPYSVVFGGGTKLTVL, which amino acid positions are active in antigen binding (paratope)? (5) Given the antibody sequence: SELTQDPAVSVALGQTVRITCQGDSLRSYYASWYQQKPGQAPVLVIYGKNNRPSGIPDRFSGSSSGNTASLTITGAQAEDEADYYCNSRDNIGNHQVFGGGTKLTVL, which amino acid positions are active in antigen binding (paratope)? The paratope positions are: [93, 94]. (6) Given the antibody sequence: QVRLVESGGGVVQPGGSLRLSCEGSGFKFGDHGIHWVRQAPGEGLQWLTVISSDGTDERYTDSVKGRFTISRDNSKNTMSLQMNNLRPEDMGLYYCARDGKCGGGRCYSGLLDYWGQGTMVTVSS, which amino acid positions are active in antigen binding (paratope)? The paratope positions are: [52, 83, 84, 85, 104, 105, 106, 107, 108, 109, 110, 111].